Task: Predict the reactants needed to synthesize the given product.. Dataset: Full USPTO retrosynthesis dataset with 1.9M reactions from patents (1976-2016) (1) Given the product [F:18][C:13]1[CH:12]=[C:11]([C:8]2[O:9][C:10]3[C:2]([CH:20]=[CH2:21])=[CH:3][C:4]([OH:19])=[CH:5][C:6]=3[N:7]=2)[CH:16]=[CH:15][C:14]=1[OH:17], predict the reactants needed to synthesize it. The reactants are: Br[C:2]1[C:10]2[O:9][C:8]([C:11]3[CH:16]=[CH:15][C:14]([OH:17])=[C:13]([F:18])[CH:12]=3)=[N:7][C:6]=2[CH:5]=[C:4]([OH:19])[CH:3]=1.[CH2:20]([Sn](CCCC)(CCCC)C=C)[CH2:21]CC.C(OCCOCC)C. (2) Given the product [Cl:1][C:2]1[C:3]([N:8]2[C:12]([C:13]([OH:15])=[O:14])=[CH:11][C:10]([CH:18]([CH3:20])[CH3:19])=[N:9]2)=[N:4][CH:5]=[CH:6][CH:7]=1, predict the reactants needed to synthesize it. The reactants are: [Cl:1][C:2]1[C:3]([N:8]2[C:12]([C:13]([O:15]CC)=[O:14])=[CH:11][C:10]([CH:18]([CH3:20])[CH3:19])=[N:9]2)=[N:4][CH:5]=[CH:6][CH:7]=1.CO.[OH-].[Na+].